This data is from Reaction yield outcomes from USPTO patents with 853,638 reactions. The task is: Predict the reaction yield, written as a fraction of the theoretical maximum amount of product (1.0 means a 100% yield; for example, 0.34 means a 34% yield). (1) The reactants are O1[CH:5]2[C:6]3[C:7]4[C:12]([C:13]5[C:18]([C:19]=3[CH:2]1[CH:3]=[CH:4]2)=[CH:17][CH:16]=[CH:15][CH:14]=5)=[CH:11][CH:10]=[CH:9][CH:8]=4.I[C:21]1[CH:35]=[CH:34][C:24]([CH2:25][P:26](=[O:33])([O:30][CH2:31][CH3:32])[O:27][CH2:28][CH3:29])=[CH:23][CH:22]=1.IC1C=C(C=CC=1)CP(=O)(OCC)OCC.C(N(CC)CC)C. The catalyst is [Zn].Cl[Pd](Cl)([P](C1C=CC=CC=1)(C1C=CC=CC=1)C1C=CC=CC=1)[P](C1C=CC=CC=1)(C1C=CC=CC=1)C1C=CC=CC=1.C1(C)C=CC=CC=1. The product is [CH:5]1[C:6]2[C:7]3[C:12](=[CH:11][CH:10]=[CH:9][CH:8]=3)[C:13]3[C:18](=[CH:17][CH:16]=[CH:15][CH:14]=3)[C:19]=2[CH:2]=[CH:3][C:4]=1[C:21]1[CH:35]=[CH:34][C:24]([CH2:25][P:26](=[O:33])([O:30][CH2:31][CH3:32])[O:27][CH2:28][CH3:29])=[CH:23][CH:22]=1. The yield is 0.700. (2) The reactants are C1(C)C(S([N:10]2[CH:14]=[CH:13][CH:12]=[C:11]2[C:15](=[O:36])[C:16]2[CH:21]=[C:20]([NH:22]C(=O)C(F)(F)F)[CH:19]=[C:18]([NH:29]C(=O)C(F)(F)F)[CH:17]=2)(=O)=O)=CC=CC=1.[OH-].[K+]. The product is [NH2:29][C:18]1[CH:17]=[C:16]([CH:21]=[C:20]([NH2:22])[CH:19]=1)[C:15]([C:11]1[NH:10][CH:14]=[CH:13][CH:12]=1)=[O:36]. The catalyst is CCO. The yield is 0.650. (3) The reactants are [CH3:1][O:2][C:3]1[C:8]([O:9][CH3:10])=[CH:7][CH:6]=[CH:5][N:4]=1.[Li]CCCC.CN([CH:19]=[O:20])C.[Cl-].[NH4+]. The catalyst is C1COCC1. The product is [CH3:1][O:2][C:3]1[C:8]([O:9][CH3:10])=[C:7]([CH:19]=[O:20])[CH:6]=[CH:5][N:4]=1. The yield is 0.650. (4) The reactants are [F:1][C:2]1[CH:7]=[CH:6][C:5]([CH2:8][CH2:9][CH2:10][C:11]2[S:12][C:13]3[N:14]=[C:15]([NH2:26])[N:16]=[C:17]([N:20]4[CH2:25][CH2:24][NH:23][CH2:22][CH2:21]4)[C:18]=3[N:19]=2)=[CH:4][CH:3]=1.[Cl:27][C:28]1[CH:38]=[CH:37][C:31]([O:32][CH2:33][C:34](O)=[O:35])=[CH:30][CH:29]=1. No catalyst specified. The product is [NH2:26][C:15]1[N:16]=[C:17]([N:20]2[CH2:21][CH2:22][N:23]([C:34](=[O:35])[CH2:33][O:32][C:31]3[CH:37]=[CH:38][C:28]([Cl:27])=[CH:29][CH:30]=3)[CH2:24][CH2:25]2)[C:18]2[N:19]=[C:11]([CH2:10][CH2:9][CH2:8][C:5]3[CH:6]=[CH:7][C:2]([F:1])=[CH:3][CH:4]=3)[S:12][C:13]=2[N:14]=1. The yield is 0.330. (5) The reactants are [CH2:1]([O:8][C:9]1[CH:10]=[CH:11][C:12]([S:18]([NH:21][C:22]([C:24]2[C:25]([O:42][C:43]3[C:48]([CH3:49])=[CH:47][CH:46]=[CH:45][C:44]=3[CH3:50])=[N:26][C:27]([C:30]3[CH:35]=[C:34]([O:36][CH2:37][CH:38]([CH3:40])[CH3:39])[CH:33]=[C:32]([F:41])[CH:31]=3)=[CH:28][CH:29]=2)=[O:23])(=[O:20])=[O:19])=[N:13][C:14]=1[N+:15]([O-])=O)[C:2]1[CH:7]=[CH:6][CH:5]=[CH:4][CH:3]=1.Cl. The catalyst is O1CCOCC1.C(O)C.[Fe]. The product is [NH2:15][C:14]1[N:13]=[C:12]([S:18]([NH:21][C:22]([C:24]2[C:25]([O:42][C:43]3[C:48]([CH3:49])=[CH:47][CH:46]=[CH:45][C:44]=3[CH3:50])=[N:26][C:27]([C:30]3[CH:35]=[C:34]([O:36][CH2:37][CH:38]([CH3:40])[CH3:39])[CH:33]=[C:32]([F:41])[CH:31]=3)=[CH:28][CH:29]=2)=[O:23])(=[O:20])=[O:19])[CH:11]=[CH:10][C:9]=1[O:8][CH2:1][C:2]1[CH:3]=[CH:4][CH:5]=[CH:6][CH:7]=1. The yield is 0.120.